From a dataset of Catalyst prediction with 721,799 reactions and 888 catalyst types from USPTO. Predict which catalyst facilitates the given reaction. (1) Reactant: [N:1]1[CH:6]=[CH:5][CH:4]=[CH:3][C:2]=1[CH2:7][C:8]([O:10][CH2:11][CH3:12])=[O:9]. Product: [NH:1]1[CH2:6][CH2:5][CH2:4][CH2:3][CH:2]1[CH2:7][C:8]([O:10][CH2:11][CH3:12])=[O:9]. The catalyst class is: 603. (2) Reactant: [CH:1]1([N:7]2[CH2:12][CH2:11][CH:10]([N:13]3[C:21](=[O:22])[C:20]4[C:19]([C:23](O)=[O:24])=[CH:18][CH:17]=[CH:16][C:15]=4[C@@H:14]3[CH3:26])[CH2:9][CH2:8]2)[CH2:6][CH2:5][CH2:4][CH2:3][CH2:2]1.[NH4+].OC1C2N=N[NH:34]C=2C=CC=1.C(N(CC)CC)C. Product: [CH:1]1([N:7]2[CH2:8][CH2:9][CH:10]([N:13]3[C:21](=[O:22])[C:20]4[C:19]([C:23]([NH2:34])=[O:24])=[CH:18][CH:17]=[CH:16][C:15]=4[C@@H:14]3[CH3:26])[CH2:11][CH2:12]2)[CH2:2][CH2:3][CH2:4][CH2:5][CH2:6]1. The catalyst class is: 7. (3) Reactant: [OH:1][C:2]1[CH:3]=[C:4]([C:12]([O:14][CH3:15])=[O:13])[CH:5]=[C:6]([CH:11]=1)[C:7]([O:9][CH3:10])=[O:8].[H-].[Na+].[CH2:18](Br)[C:19]1[CH:24]=[CH:23][CH:22]=[CH:21][CH:20]=1. Product: [CH2:18]([O:1][C:2]1[CH:11]=[C:6]([C:7]([O:9][CH3:10])=[O:8])[CH:5]=[C:4]([CH:3]=1)[C:12]([O:14][CH3:15])=[O:13])[C:19]1[CH:24]=[CH:23][CH:22]=[CH:21][CH:20]=1. The catalyst class is: 3. (4) Reactant: Cl.[Cl:2][CH2:3][CH2:4][NH:5][CH2:6][CH2:7][Cl:8].C(N(CC)CC)C.[C:16]([NH:19][C:20]1[CH:25]=[CH:24][C:23]([S:26](Cl)(=[O:28])=[O:27])=[CH:22][CH:21]=1)(=[O:18])[CH3:17]. Product: [Cl:2][CH2:3][CH2:4][N:5]([CH2:6][CH2:7][Cl:8])[S:26]([C:23]1[CH:22]=[CH:21][C:20]([NH:19][C:16](=[O:18])[CH3:17])=[CH:25][CH:24]=1)(=[O:28])=[O:27]. The catalyst class is: 12.